Dataset: Merck oncology drug combination screen with 23,052 pairs across 39 cell lines. Task: Regression. Given two drug SMILES strings and cell line genomic features, predict the synergy score measuring deviation from expected non-interaction effect. (1) Synergy scores: synergy=36.5. Cell line: UACC62. Drug 2: COC1CC2CCC(C)C(O)(O2)C(=O)C(=O)N2CCCCC2C(=O)OC(C(C)CC2CCC(OP(C)(C)=O)C(OC)C2)CC(=O)C(C)C=C(C)C(O)C(OC)C(=O)C(C)CC(C)C=CC=CC=C1C. Drug 1: COC12C(COC(N)=O)C3=C(C(=O)C(C)=C(N)C3=O)N1CC1NC12. (2) Cell line: MSTO. Drug 1: CS(=O)(=O)CCNCc1ccc(-c2ccc3ncnc(Nc4ccc(OCc5cccc(F)c5)c(Cl)c4)c3c2)o1. Drug 2: Cn1cc(-c2cnn3c(N)c(Br)c(C4CCCNC4)nc23)cn1. Synergy scores: synergy=11.0. (3) Drug 1: O=P1(N(CCCl)CCCl)NCCCO1. Drug 2: CNC(=O)c1cc(Oc2ccc(NC(=O)Nc3ccc(Cl)c(C(F)(F)F)c3)cc2)ccn1. Cell line: T47D. Synergy scores: synergy=-0.357.